Dataset: Forward reaction prediction with 1.9M reactions from USPTO patents (1976-2016). Task: Predict the product of the given reaction. (1) Given the reactants [CH3:1][O:2][C:3]1[CH:4]=[C:5]([CH:7]=[CH:8][CH:9]=1)[NH2:6].Br[CH2:11][C:12]([C:14]1[CH:19]=[CH:18][C:17]([OH:20])=[C:16]([OH:21])[C:15]=1[OH:22])=[O:13].[C:23](=[O:26])(O)[O-].[Na+], predict the reaction product. The product is: [CH3:1][O:2][C:3]1[CH:4]=[C:5]([N:6]([CH2:11][C:12]([C:14]2[CH:19]=[CH:18][C:17]([OH:20])=[C:16]([OH:21])[C:23]=2[OH:26])=[O:13])[CH2:11][C:12]([C:14]2[CH:19]=[CH:18][C:17]([OH:20])=[C:16]([OH:21])[C:15]=2[OH:22])=[O:13])[CH:7]=[CH:8][CH:9]=1. (2) Given the reactants [CH3:1][C:2]([O:5][C:6]([NH:8][C@H:9]([C:16]([OH:18])=O)[CH:10]1[CH2:15][CH2:14][CH2:13][CH2:12][CH2:11]1)=[O:7])([CH3:4])[CH3:3].CN(C(ON1N=NC2C=CC=NC1=2)=[N+](C)C)C.F[P-](F)(F)(F)(F)F.CN1CCOCC1.[F:50][C:51]1[CH:59]=[C:58]2[C:54]([C:55]([CH2:70][CH:71]3[CH2:75][CH2:74][CH2:73][NH:72]3)=[CH:56][N:57]2[CH2:60][CH2:61][O:62][CH2:63][CH2:64][O:65][CH2:66][CH2:67][O:68][CH3:69])=[CH:53][CH:52]=1, predict the reaction product. The product is: [C:2]([O:5][C:6](=[O:7])[NH:8][CH:9]([CH:10]1[CH2:11][CH2:12][CH2:13][CH2:14][CH2:15]1)[C:16]([N:72]1[CH2:73][CH2:74][CH2:75][CH:71]1[CH2:70][C:55]1[C:54]2[C:58](=[CH:59][C:51]([F:50])=[CH:52][CH:53]=2)[N:57]([CH2:60][CH2:61][O:62][CH2:63][CH2:64][O:65][CH2:66][CH2:67][O:68][CH3:69])[CH:56]=1)=[O:18])([CH3:1])([CH3:3])[CH3:4]. (3) Given the reactants [Br:1][C:2]1[C:7]([F:8])=[CH:6][C:5]([N:9]=[C:10]=[S:11])=[CH:4][C:3]=1[Cl:12].[N:13]#[C:14][NH2:15].[Na].[CH3:17]I, predict the reaction product. The product is: [Br:1][C:2]1[C:7]([F:8])=[CH:6][C:5]([NH:9][CH:10]([S:11][CH3:17])[NH:13][C:14]#[N:15])=[CH:4][C:3]=1[Cl:12]. (4) Given the reactants [NH:1]1[C:9]2[C:4](=[CH:5][CH:6]=[CH:7][CH:8]=2)[C:3]([CH2:10][NH2:11])=[CH:2]1.[CH3:12][N:13]([CH3:27])[C:14]1([C:21]2[CH:26]=[CH:25][CH:24]=[CH:23][CH:22]=2)[CH2:19][CH2:18][C:17](=O)[CH2:16][CH2:15]1.C(O)(=O)C.C(O[BH-](OC(=O)C)OC(=O)C)(=O)C.[Na+], predict the reaction product. The product is: [NH:1]1[C:9]2[C:4](=[CH:5][CH:6]=[CH:7][CH:8]=2)[C:3]([CH2:10][NH:11][CH:17]2[CH2:16][CH2:15][C:14]([C:21]3[CH:22]=[CH:23][CH:24]=[CH:25][CH:26]=3)([N:13]([CH3:27])[CH3:12])[CH2:19][CH2:18]2)=[CH:2]1. (5) Given the reactants C1COCC1.[F:6][C:7]1[CH:12]=[CH:11][CH:10]=[C:9]([F:13])[C:8]=1[N:14]1[C:19]2[N:20]=[C:21]([NH:39][CH2:40][C:41]3[NH:42][CH:43]=[CH:44][N:45]=3)[N:22]=[C:23]([C:24]3[CH:25]=[C:26]([CH:35]=[CH:36][C:37]=3[CH3:38])[C:27]([NH:29][C:30]3[S:31][CH:32]=[CH:33][N:34]=3)=[O:28])[C:18]=2[CH:17]=[CH:16][C:15]1=[O:46].[CH3:47][C:48]1[CH:53]=[CH:52][C:51]([S:54]([OH:57])(=[O:56])=[O:55])=[CH:50][CH:49]=1, predict the reaction product. The product is: [CH3:47][C:48]1[CH:49]=[CH:50][C:51]([S:54]([OH:57])(=[O:56])=[O:55])=[CH:52][CH:53]=1.[F:6][C:7]1[CH:12]=[CH:11][CH:10]=[C:9]([F:13])[C:8]=1[N:14]1[C:19]2[N:20]=[C:21]([NH:39][CH2:40][C:41]3[NH:45][CH:44]=[CH:43][N:42]=3)[N:22]=[C:23]([C:24]3[CH:25]=[C:26]([CH:35]=[CH:36][C:37]=3[CH3:38])[C:27]([NH:29][C:30]3[S:31][CH:32]=[CH:33][N:34]=3)=[O:28])[C:18]=2[CH:17]=[CH:16][C:15]1=[O:46]. (6) Given the reactants [CH3:1][C:2]1OC(=O)[CH:6]([C:10]([CH3:12])=O)[C:4](=[O:5])[CH:3]=1.[OH:13][C:14]1[CH:20]=[CH:19][C:17]([NH2:18])=[CH:16][CH:15]=1.[ClH:21], predict the reaction product. The product is: [ClH:21].[OH:13][C:14]1[CH:20]=[CH:19][C:17]([N:18]2[C:10]([CH3:12])=[CH:6][C:4](=[O:5])[CH:3]=[C:2]2[CH3:1])=[CH:16][CH:15]=1. (7) The product is: [CH3:27][O:26][C:21]1[CH:22]=[C:23]([O:24][CH3:25])[C:18]2[C:16](=[O:17])[C:15]3[S:4][C:3]4[CH:5]=[CH:6][CH:7]=[CH:8][C:2]=4[C:1]=3[O:10][C:11]=2[CH:20]=1. Given the reactants [C:1]([O:10][CH3:11])(=O)[C:2]1[C:3](=[CH:5][CH:6]=[CH:7][CH:8]=1)[SH:4].[H-].[Na+].Cl[CH2:15][C:16]([C:18]1[C:23]([O:24][CH3:25])=[CH:22][C:21]([O:26][CH3:27])=[CH:20]C=1F)=[O:17].O, predict the reaction product. (8) Given the reactants C(OC([N:8]1[CH2:44][CH2:43][C:11]2([N:15]([C:16]3[CH:21]=[CH:20][CH:19]=[CH:18][CH:17]=3)[CH2:14][N:13]([CH2:22][C:23]3[N:33]([CH2:34][CH2:35][CH:36]4[CH2:41][CH2:40][CH2:39][CH2:38][CH2:37]4)[C:26]4[N:27]=[C:28]([C:31]#[N:32])[N:29]=[CH:30][C:25]=4[CH:24]=3)[C:12]2=[O:42])[CH2:10][CH2:9]1)=O)(C)(C)C.[F:45][C:46]([F:51])([F:50])[C:47]([OH:49])=[O:48], predict the reaction product. The product is: [F:45][C:46]([F:51])([F:50])[C:47]([OH:49])=[O:48].[CH:36]1([CH2:35][CH2:34][N:33]2[C:26]3[N:27]=[C:28]([C:31]#[N:32])[N:29]=[CH:30][C:25]=3[CH:24]=[C:23]2[CH2:22][N:13]2[C:12](=[O:42])[C:11]3([CH2:43][CH2:44][NH:8][CH2:9][CH2:10]3)[N:15]([C:16]3[CH:21]=[CH:20][CH:19]=[CH:18][CH:17]=3)[CH2:14]2)[CH2:41][CH2:40][CH2:39][CH2:38][CH2:37]1. (9) The product is: [CH3:19][O:20][C:21]1[CH:26]=[CH:25][CH:24]=[CH:23][C:22]=1[C:27]1[CH:32]=[CH:31][C:30]([C:6]([N:8]2[CH2:12][C:11](=[N:13][O:14][CH3:15])[CH2:10][C@H:9]2[C:16]([O:18][CH3:36])=[O:17])=[O:7])=[CH:29][CH:28]=1. Given the reactants C(O[C:6]([N:8]1[CH2:12][C:11](=[N:13][O:14][CH3:15])[CH2:10][C@H:9]1[C:16]([OH:18])=[O:17])=[O:7])(C)(C)C.[CH3:19][O:20][C:21]1[CH:26]=[CH:25][CH:24]=[CH:23][C:22]=1[C:27]1[CH:32]=[CH:31][C:30](C(O)=O)=[CH:29][CH:28]=1.[CH3:36]O, predict the reaction product.